Dataset: Forward reaction prediction with 1.9M reactions from USPTO patents (1976-2016). Task: Predict the product of the given reaction. Given the reactants [CH:1]1([C:4]2[CH:5]=[C:6]([CH:11]=[C:12]([CH:19]3[CH2:21][CH2:20]3)[C:13]=2[O:14][C:15]([F:18])([F:17])[F:16])[C:7](OC)=[O:8])[CH2:3][CH2:2]1.CC(C[AlH]CC(C)C)C.C1(C)C=CC=CC=1, predict the reaction product. The product is: [CH:1]1([C:4]2[CH:5]=[C:6]([CH2:7][OH:8])[CH:11]=[C:12]([CH:19]3[CH2:21][CH2:20]3)[C:13]=2[O:14][C:15]([F:17])([F:18])[F:16])[CH2:3][CH2:2]1.